Dataset: Reaction yield outcomes from USPTO patents with 853,638 reactions. Task: Predict the reaction yield, written as a fraction of the theoretical maximum amount of product (1.0 means a 100% yield; for example, 0.34 means a 34% yield). The reactants are N([C:9]([O:11][CH:12]([CH3:14])[CH3:13])=O)=N[C:9]([O:11][CH:12]([CH3:14])[CH3:13])=O.[C:15]1(P(C2C=CC=CC=2)C2C=CC=CC=2)C=CC=C[CH:16]=1.[OH:34][N:35]1[C:39](=[O:40])[C:38]2=[CH:41][CH:42]=[CH:43][CH:44]=[C:37]2[C:36]1=[O:45].[CH2:46]1COCC1. No catalyst specified. The product is [C:12]([O:11][CH2:9][CH2:15][CH2:16][O:34][N:35]1[C:36](=[O:45])[C:37]2[C:38](=[CH:41][CH:42]=[CH:43][CH:44]=2)[C:39]1=[O:40])([CH3:13])([CH3:14])[CH3:46]. The yield is 0.820.